From a dataset of Full USPTO retrosynthesis dataset with 1.9M reactions from patents (1976-2016). Predict the reactants needed to synthesize the given product. (1) Given the product [C:23]([C:22]1[CH:25]=[CH:26][C:19]([CH2:18][NH:17][C:5](=[O:7])[CH:4]([O:3][CH2:1][CH3:2])[C:8]2[CH:13]=[CH:12][C:11]([O:14][CH3:15])=[CH:10][C:9]=2[F:16])=[C:20]([O:27][C:28]2[CH:33]=[CH:32][CH:31]=[CH:30][CH:29]=2)[CH:21]=1)#[N:24], predict the reactants needed to synthesize it. The reactants are: [CH2:1]([O:3][CH:4]([C:8]1[CH:13]=[CH:12][C:11]([O:14][CH3:15])=[CH:10][C:9]=1[F:16])[C:5]([OH:7])=O)[CH3:2].[NH2:17][CH2:18][C:19]1[CH:26]=[CH:25][C:22]([C:23]#[N:24])=[CH:21][C:20]=1[O:27][C:28]1[CH:33]=[CH:32][CH:31]=[CH:30][CH:29]=1. (2) Given the product [N+:34]([C:37]1[CH:59]=[CH:58][C:40]([CH2:41][O:42]/[N:43]=[C:44]2\[CH2:45][CH2:47][C:48]3[C:53]\2=[CH:52][C:51]([O:54][CH3:55])=[C:50]([O:56][CH3:57])[CH:49]=3)=[CH:39][CH:38]=1)([O-:36])=[O:35], predict the reactants needed to synthesize it. The reactants are: COC1C=C2C(=CC=1OC)C(=O)CC2.Cl.[N+](C1C=CC(CNO)=CC=1)([O-])=O.N1C=CC=CC=1.[N+:34]([C:37]1[CH:59]=[CH:58][C:40]([CH2:41][O:42]/[N:43]=[C:44]2\[CH2:45]C[CH2:47][C:48]3[C:53]\2=[CH:52][C:51]([O:54][CH3:55])=[C:50]([O:56][CH3:57])[CH:49]=3)=[CH:39][CH:38]=1)([O-:36])=[O:35]. (3) Given the product [CH3:1][O:2][C:3]1[CH:4]=[C:5]([NH:9][C:10](=[O:12])[CH3:11])[CH:6]=[CH:7][CH:8]=1, predict the reactants needed to synthesize it. The reactants are: [CH3:1][O:2][C:3]1[CH:8]=[CH:7][CH:6]=[C:5]([NH2:9])[CH:4]=1.[C:10](OC(=O)C)(=[O:12])[CH3:11]. (4) Given the product [NH2:1][C:2]1[N:3]=[CH:4][C:5]([C:8]#[C:9][C:10]2[CH:11]=[CH:12][C:13]([F:44])=[C:14]([CH:43]=2)[C:15]([NH:17][C:18]2[CH:23]=[C:22]([C:24]([F:27])([F:25])[F:26])[CH:21]=[CH:20][C:19]=2[N:28]2[CH2:33][CH2:32][CH2:31][C@H:30]([NH:34][CH3:35])[CH2:29]2)=[O:16])=[CH:6][N:7]=1, predict the reactants needed to synthesize it. The reactants are: [NH2:1][C:2]1[N:7]=[CH:6][C:5]([C:8]#[C:9][C:10]2[CH:11]=[CH:12][C:13]([F:44])=[C:14]([CH:43]=2)[C:15]([NH:17][C:18]2[CH:23]=[C:22]([C:24]([F:27])([F:26])[F:25])[CH:21]=[CH:20][C:19]=2[N:28]2[CH2:33][CH2:32][CH2:31][C@H:30]([N:34](C)[C:35](=O)OC(C)(C)C)[CH2:29]2)=[O:16])=[CH:4][N:3]=1.Cl.C(Cl)Cl.[OH-].[Na+]. (5) The reactants are: [C:1]([C:3]1[CH:4]=[C:5]([C:21]([NH:23][CH2:24][C:25]2[CH:30]=[CH:29][C:28]([S:31]([CH3:34])(=[O:33])=[O:32])=[CH:27][CH:26]=2)=[O:22])[C:6](=[O:20])[N:7]([C:10]2[CH:15]=[CH:14][CH:13]=[C:12]([C:16]([F:19])([F:18])[F:17])[CH:11]=2)[C:8]=1[CH3:9])#[N:2].Cl.[NH2:36]O.C[C:39]([O-:41])=O.[Na+].C(O)C. Given the product [CH3:34][S:31]([C:28]1[CH:27]=[CH:26][C:25]([CH2:24][NH:23][C:21]([C:5]2[C:6](=[O:20])[N:7]([C:10]3[CH:15]=[CH:14][CH:13]=[C:12]([C:16]([F:19])([F:17])[F:18])[CH:11]=3)[C:8]([CH3:9])=[C:3]([C:1]3[N:36]=[CH:39][O:41][N:2]=3)[CH:4]=2)=[O:22])=[CH:30][CH:29]=1)(=[O:32])=[O:33], predict the reactants needed to synthesize it. (6) Given the product [CH3:12][NH:13][CH2:2][CH2:3][CH2:4][CH2:5][CH2:6][CH2:7][CH2:8][CH2:9][CH2:10][CH3:11], predict the reactants needed to synthesize it. The reactants are: Br[CH2:2][CH2:3][CH2:4][CH2:5][CH2:6][CH2:7][CH2:8][CH2:9][CH2:10][CH3:11].[CH3:12][NH2:13].